Task: Predict the reaction yield, written as a fraction of the theoretical maximum amount of product (1.0 means a 100% yield; for example, 0.34 means a 34% yield).. Dataset: Reaction yield outcomes from USPTO patents with 853,638 reactions (1) The reactants are [CH3:1][O:2][CH2:3][CH2:4][O:5][CH2:6][CH2:7][O:8][CH2:9][CH2:10][OH:11].[CH2:12]([O:14][C:15](=[O:19])[CH2:16][CH:17]=[CH2:18])[CH3:13]. The catalyst is O1CCCC1. The product is [CH2:12]([O:14][C:15](=[O:19])[CH2:16][CH2:17][CH2:18][O:11][CH2:10][CH2:9][O:8][CH2:7][CH2:6][O:5][CH2:4][CH2:3][O:2][CH3:1])[CH3:13]. The yield is 0.300. (2) The reactants are [F:1][C:2]1[CH:7]=[CH:6][CH:5]=[CH:4][C:3]=1[S:8](Cl)(=[O:10])=[O:9].[NH:12]1[CH2:17][CH2:16][O:15][CH2:14][CH2:13]1. The catalyst is CC(C)=O.O. The product is [F:1][C:2]1[CH:7]=[CH:6][CH:5]=[CH:4][C:3]=1[S:8]([N:12]1[CH2:17][CH2:16][O:15][CH2:14][CH2:13]1)(=[O:10])=[O:9]. The yield is 0.870.